Predict the reactants needed to synthesize the given product. From a dataset of Full USPTO retrosynthesis dataset with 1.9M reactions from patents (1976-2016). (1) The reactants are: [F:1][C:2]1[CH:3]=[C:4]2[C:8](=[CH:9][CH:10]=1)[NH:7][C:6](=[O:11])[C:5]2=O.[C:13]1([C:19](=O)[CH2:20][CH3:21])[CH:18]=[CH:17][CH:16]=[CH:15][CH:14]=1.CC[OH:25]. Given the product [F:1][C:2]1[CH:3]=[C:4]2[C:8](=[CH:9][CH:10]=1)[N:7]=[C:19]([C:13]1[CH:18]=[CH:17][CH:16]=[CH:15][CH:14]=1)[C:20]([CH3:21])=[C:5]2[C:6]([OH:11])=[O:25], predict the reactants needed to synthesize it. (2) Given the product [Cl:17][C:13]1[CH:14]=[C:15]([F:16])[C:10]([C:8](=[O:9])[CH:7]([CH3:18])[C:6]([OH:19])=[O:5])=[N:11][CH:12]=1, predict the reactants needed to synthesize it. The reactants are: C([O:5][C:6](=[O:19])[CH:7]([CH3:18])[C:8]([C:10]1[C:15]([F:16])=[CH:14][C:13]([Cl:17])=[CH:12][N:11]=1)=[O:9])(C)(C)C.Br. (3) Given the product [CH3:30][C:3]1[C:4]2[N:8]=[CH:7][N:6]([C:9]([C:22]3[CH:27]=[CH:26][CH:25]=[CH:24][CH:23]=3)([C:10]3[CH:15]=[CH:14][CH:13]=[CH:12][CH:11]=3)[C:16]3[CH:17]=[CH:18][CH:19]=[CH:20][CH:21]=3)[C:5]=2[CH:28]=[CH:29][C:2]=1[B:31]1[O:35][C:34]([CH3:37])([CH3:36])[C:33]([CH3:39])([CH3:38])[O:32]1, predict the reactants needed to synthesize it. The reactants are: Br[C:2]1[CH:29]=[CH:28][C:5]2[N:6]([C:9]([C:22]3[CH:27]=[CH:26][CH:25]=[CH:24][CH:23]=3)([C:16]3[CH:21]=[CH:20][CH:19]=[CH:18][CH:17]=3)[C:10]3[CH:15]=[CH:14][CH:13]=[CH:12][CH:11]=3)[CH:7]=[N:8][C:4]=2[C:3]=1[CH3:30].[B:31]1([B:31]2[O:35][C:34]([CH3:37])([CH3:36])[C:33]([CH3:39])([CH3:38])[O:32]2)[O:35][C:34]([CH3:37])([CH3:36])[C:33]([CH3:39])([CH3:38])[O:32]1.C([O-])(=O)C.[K+].O.